From a dataset of CYP3A4 inhibition data for predicting drug metabolism from PubChem BioAssay. Regression/Classification. Given a drug SMILES string, predict its absorption, distribution, metabolism, or excretion properties. Task type varies by dataset: regression for continuous measurements (e.g., permeability, clearance, half-life) or binary classification for categorical outcomes (e.g., BBB penetration, CYP inhibition). Dataset: cyp3a4_veith. (1) The drug is CC(=O)N1CCC2(CC1)CCN(C(=O)Nc1cccc(C#N)c1)CC2. The result is 0 (non-inhibitor). (2) The compound is O=c1cnc2cnc(Oc3ccccc3)nc2n1C1CC1. The result is 0 (non-inhibitor).